From a dataset of Full USPTO retrosynthesis dataset with 1.9M reactions from patents (1976-2016). Predict the reactants needed to synthesize the given product. (1) Given the product [ClH:1].[Cl:1][C:2]1[CH:7]=[CH:6][C:5]([C:8]2[N:13]=[C:12]([C:14]([NH:31][C:32]3([C:42]([OH:44])=[O:43])[CH:39]4[CH2:38][CH:37]5[CH2:36][CH:35]([CH2:34][CH:33]3[CH2:41]5)[CH2:40]4)=[O:15])[CH:11]=[CH:10][C:9]=2[N:18]2[CH2:22][CH2:21][CH2:20][C:19]2=[O:23])=[CH:4][C:3]=1[O:24][CH2:25][CH2:26][CH2:27][N:28]([CH3:29])[CH3:30], predict the reactants needed to synthesize it. The reactants are: [Cl:1][C:2]1[CH:7]=[CH:6][C:5]([C:8]2[N:13]=[C:12]([C:14](OC)=[O:15])[CH:11]=[CH:10][C:9]=2[N:18]2[CH2:22][CH2:21][CH2:20][C:19]2=[O:23])=[CH:4][C:3]=1[O:24][CH2:25][CH2:26][CH2:27][N:28]([CH3:30])[CH3:29].[NH2:31][C:32]1([C:42]([OH:44])=[O:43])[CH:39]2[CH2:40][CH:35]3[CH2:36][CH:37]([CH2:41][CH:33]1[CH2:34]3)[CH2:38]2. (2) Given the product [F:10][C:9]1[C:2]([N:14]2[CH2:15][CH2:16][CH:12]([F:11])[CH2:13]2)=[C:3]([CH:6]=[CH:7][CH:8]=1)[CH:4]=[O:5], predict the reactants needed to synthesize it. The reactants are: F[C:2]1[C:9]([F:10])=[CH:8][CH:7]=[CH:6][C:3]=1[CH:4]=[O:5].[F:11][C@H:12]1[CH2:16][CH2:15][NH:14][CH2:13]1.C([O-])([O-])=O.[K+].[K+]. (3) Given the product [CH3:12][O:13][C:14]([C:15]1[C:3]([C:4]2[CH:9]=[CH:8][C:7]([F:10])=[CH:6][CH:5]=2)=[N:2][O:1][C:16]=1[CH2:17][O:18][CH3:19])=[O:21], predict the reactants needed to synthesize it. The reactants are: [OH:1]/[N:2]=[C:3](\Cl)/[C:4]1[CH:9]=[CH:8][C:7]([F:10])=[CH:6][CH:5]=1.[CH3:12][O:13][C:14](=[O:21])[CH2:15][C:16](=O)[CH2:17][O:18][CH3:19]. (4) Given the product [CH3:26][C@H:24]1[NH:25][C@@H:20]([CH3:19])[CH2:21][N:22]([C:27]([C:29]2[C:30]([CH3:36])=[C:31]([CH:34]=[C:11]3[C:10]4[C:14](=[CH:15][CH:16]=[CH:17][C:9]=4[C:5]4[CH:6]=[CH:7][CH:8]=[C:3]([O:2][CH3:1])[CH:4]=4)[NH:13][C:12]3=[O:18])[NH:32][CH:33]=2)=[O:28])[CH2:23]1, predict the reactants needed to synthesize it. The reactants are: [CH3:1][O:2][C:3]1[CH:4]=[C:5]([C:9]2[CH:17]=[CH:16][CH:15]=[C:14]3[C:10]=2[CH2:11][C:12](=[O:18])[NH:13]3)[CH:6]=[CH:7][CH:8]=1.[CH3:19][C@H:20]1[NH:25][C@@H:24]([CH3:26])[CH2:23][N:22]([C:27]([C:29]2[C:30]([CH3:36])=[C:31]([CH:34]=O)[NH:32][CH:33]=2)=[O:28])[CH2:21]1. (5) Given the product [N:16]12[CH2:23][CH2:22][CH:19]([CH2:20][CH2:21]1)[C@H:18]([O:1][C:2]1[CH:14]=[CH:13][C:12]3[C:11]4[C:6](=[CH:7][CH:8]=[CH:9][CH:10]=4)[C:5](=[O:15])[C:4]=3[CH:3]=1)[CH2:17]2, predict the reactants needed to synthesize it. The reactants are: [OH:1][C:2]1[CH:14]=[CH:13][C:12]2[C:11]3[C:6](=[CH:7][CH:8]=[CH:9][CH:10]=3)[C:5](=[O:15])[C:4]=2[CH:3]=1.[N:16]12[CH2:23][CH2:22][CH:19]([CH2:20][CH2:21]1)[C@@H:18](O)[CH2:17]2.C1(P(C2C=CC=CC=2)C2C=CC=CC=2)C=CC=CC=1.CCOC(/N=N/C(OCC)=O)=O. (6) Given the product [C:40]([NH:31][CH2:30][C:25]1[CH:26]=[CH:27][CH:28]=[CH:29][C:24]=1[O:23][C:18]1[CH:19]=[CH:20][CH:21]=[CH:22][C:17]=1[CH2:16][CH2:15][C:14]([N:13]1[CH2:12][CH2:11][N:10]([C:33]([O:35][C:36]([CH3:39])([CH3:38])[CH3:37])=[O:34])[CH2:9][C@H:8]1[CH2:1][C:2]1[CH:7]=[CH:6][CH:5]=[CH:4][CH:3]=1)=[O:32])(=[O:42])[CH3:41], predict the reactants needed to synthesize it. The reactants are: [CH2:1]([C@H:8]1[N:13]([C:14](=[O:32])[CH2:15][CH2:16][C:17]2[CH:22]=[CH:21][CH:20]=[CH:19][C:18]=2[O:23][C:24]2[CH:29]=[CH:28][CH:27]=[CH:26][C:25]=2[C:30]#[N:31])[CH2:12][CH2:11][N:10]([C:33]([O:35][C:36]([CH3:39])([CH3:38])[CH3:37])=[O:34])[CH2:9]1)[C:2]1[CH:7]=[CH:6][CH:5]=[CH:4][CH:3]=1.[C:40](OC(=O)C)(=[O:42])[CH3:41].